Dataset: Catalyst prediction with 721,799 reactions and 888 catalyst types from USPTO. Task: Predict which catalyst facilitates the given reaction. (1) Reactant: [CH3:1][O:2][C:3]1[CH:32]=[C:31]([O:33][CH3:34])[CH:30]=[CH:29][C:4]=1[CH2:5][N:6]1[C:10]([C:11]2[C:19]3[C:14](=[N:15][CH:16]=[CH:17][CH:18]=3)[N:13]([CH2:20][C:21]3[CH:26]=[CH:25][CH:24]=[CH:23][C:22]=3[F:27])[N:12]=2)=[N:9][NH:8][C:7]1=[O:28].[H-].[Na+].Cl[CH2:38][CH2:39][CH2:40][N:41]1[CH2:46][CH2:45][O:44][CH2:43][CH2:42]1. Product: [CH3:1][O:2][C:3]1[CH:32]=[C:31]([O:33][CH3:34])[CH:30]=[CH:29][C:4]=1[CH2:5][N:6]1[C:10]([C:11]2[C:19]3[C:14](=[N:15][CH:16]=[CH:17][CH:18]=3)[N:13]([CH2:20][C:21]3[CH:26]=[CH:25][CH:24]=[CH:23][C:22]=3[F:27])[N:12]=2)=[N:9][N:8]([CH2:38][CH2:39][CH2:40][N:41]2[CH2:46][CH2:45][O:44][CH2:43][CH2:42]2)[C:7]1=[O:28]. The catalyst class is: 589. (2) The catalyst class is: 6. Product: [C:1]([O:5][C:6]([N:8]1[CH2:13][CH2:12][N:11]([C:14]2[C:19]([O:29][CH2:28][C:25]3[CH:26]=[CH:27][N:22]=[CH:23][CH:24]=3)=[N:18][CH:17]=[CH:16][N:15]=2)[CH:10]([CH3:21])[CH2:9]1)=[O:7])([CH3:4])([CH3:3])[CH3:2]. Reactant: [C:1]([O:5][C:6]([N:8]1[CH2:13][CH2:12][N:11]([C:14]2[C:19](Cl)=[N:18][CH:17]=[CH:16][N:15]=2)[CH:10]([CH3:21])[CH2:9]1)=[O:7])([CH3:4])([CH3:3])[CH3:2].[N:22]1[CH:27]=[CH:26][C:25]([CH2:28][OH:29])=[CH:24][CH:23]=1.C(C(CCC)[O-])(C)(C)C.[K+].C(O)(C)(C)C. (3) Reactant: [O:1]1[CH:5]2[CH:6]([C:10]([OH:13])([CH3:12])[CH3:11])[CH:7]([CH2:8][OH:9])[CH:2]1[CH:3]=[CH:4]2.[C:14]1([CH3:24])[CH:19]=[CH:18][C:17]([S:20](Cl)(=[O:22])=[O:21])=[CH:16][CH:15]=1. Product: [CH3:24][C:14]1[CH:19]=[CH:18][C:17]([S:20]([O-:1])(=[O:22])=[O:21])=[CH:16][CH:15]=1.[O:1]1[CH:2]2[CH:7]([CH2:8][O:9][S:20]([C:17]3[CH:18]=[CH:19][C:14]([CH3:24])=[CH:15][CH:16]=3)(=[O:22])=[O:21])[CH:6]([C:10]([OH:13])([CH3:11])[CH3:12])[CH:5]1[CH:4]=[CH:3]2. The catalyst class is: 17. (4) Reactant: [Cl:1][C:2]1[N:7]=[C:6]([CH:8]([CH:10]2[CH2:12][CH2:11]2)O)[CH:5]=[CH:4][N:3]=1.C(N(S(F)(F)[F:19])CC)C. Product: [Cl:1][C:2]1[N:7]=[C:6]([CH:8]([CH:10]2[CH2:12][CH2:11]2)[F:19])[CH:5]=[CH:4][N:3]=1. The catalyst class is: 4. (5) Reactant: C(OCC)C.O[CH:7]([CH2:16][C:17]([CH2:20][Si](C)(C)C)=[C:18]=[CH2:19])[CH2:8][CH:9]1[CH2:14][CH2:13][CH2:12][CH2:11][C:10]1=[O:15].[Si](OS(C(F)(F)F)(=O)=O)(C)(C)C.O. Product: [CH2:20]=[C:17]1[C:18](=[CH2:19])[C:10]23[O:15][CH:7]([CH2:8][CH:9]2[CH2:14][CH2:13][CH2:12][CH2:11]3)[CH2:16]1. The catalyst class is: 25. (6) Reactant: [F:1][C:2]1[CH:10]=[C:9]2[C:5]([C:6]([C:20]3[CH:21]=[CH:22][C:23]([N:26]4[CH2:31][CH2:30][CH:29]([NH2:32])[CH2:28][CH2:27]4)=[N:24][CH:25]=3)=[CH:7][N:8]2S(C2C=CC=CC=2)(=O)=O)=[CH:4][CH:3]=1.[OH-].[Na+]. Product: [F:1][C:2]1[CH:10]=[C:9]2[C:5]([C:6]([C:20]3[CH:21]=[CH:22][C:23]([N:26]4[CH2:31][CH2:30][CH:29]([NH2:32])[CH2:28][CH2:27]4)=[N:24][CH:25]=3)=[CH:7][NH:8]2)=[CH:4][CH:3]=1. The catalyst class is: 24.